From a dataset of Peptide-MHC class II binding affinity with 134,281 pairs from IEDB. Regression. Given a peptide amino acid sequence and an MHC pseudo amino acid sequence, predict their binding affinity value. This is MHC class II binding data. The peptide sequence is QGVYMGNLSQSQLAK. The MHC is DRB1_0301 with pseudo-sequence DRB1_0301. The binding affinity (normalized) is 0.0513.